The task is: Regression. Given two drug SMILES strings and cell line genomic features, predict the synergy score measuring deviation from expected non-interaction effect.. This data is from Merck oncology drug combination screen with 23,052 pairs across 39 cell lines. (1) Drug 1: O=S1(=O)NC2(CN1CC(F)(F)F)C1CCC2Cc2cc(C=CCN3CCC(C(F)(F)F)CC3)ccc2C1. Drug 2: NC(=O)c1cccc2cn(-c3ccc(C4CCCNC4)cc3)nc12. Cell line: ZR751. Synergy scores: synergy=10.3. (2) Synergy scores: synergy=14.3. Drug 1: O=S1(=O)NC2(CN1CC(F)(F)F)C1CCC2Cc2cc(C=CCN3CCC(C(F)(F)F)CC3)ccc2C1. Drug 2: CCN(CC)CCNC(=O)c1c(C)[nH]c(C=C2C(=O)Nc3ccc(F)cc32)c1C. Cell line: A375. (3) Drug 1: COC1=C2CC(C)CC(OC)C(O)C(C)C=C(C)C(OC(N)=O)C(OC)C=CC=C(C)C(=O)NC(=CC1=O)C2=O. Drug 2: CNC(=O)c1cc(Oc2ccc(NC(=O)Nc3ccc(Cl)c(C(F)(F)F)c3)cc2)ccn1. Cell line: NCIH23. Synergy scores: synergy=-0.315. (4) Drug 1: N.N.O=C(O)C1(C(=O)O)CCC1.[Pt]. Drug 2: COC1CC2CCC(C)C(O)(O2)C(=O)C(=O)N2CCCCC2C(=O)OC(C(C)CC2CCC(OP(C)(C)=O)C(OC)C2)CC(=O)C(C)C=C(C)C(O)C(OC)C(=O)C(C)CC(C)C=CC=CC=C1C. Cell line: VCAP. Synergy scores: synergy=37.0. (5) Drug 1: O=C(CCCCCCC(=O)Nc1ccccc1)NO. Drug 2: CC1(c2nc3c(C(N)=O)cccc3[nH]2)CCCN1. Cell line: HCT116. Synergy scores: synergy=2.81. (6) Drug 1: COC1CC2CCC(C)C(O)(O2)C(=O)C(=O)N2CCCCC2C(=O)OC(C(C)CC2CCC(OP(C)(C)=O)C(OC)C2)CC(=O)C(C)C=C(C)C(O)C(OC)C(=O)C(C)CC(C)C=CC=CC=C1C. Drug 2: CCc1cnn2c(NCc3ccc[n+]([O-])c3)cc(N3CCCCC3CCO)nc12. Cell line: KPL1. Synergy scores: synergy=21.6. (7) Drug 1: CN1C(=O)C=CC2(C)C3CCC4(C)C(NC(=O)OCC(F)(F)F)CCC4C3CCC12. Drug 2: COC1CC2CCC(C)C(O)(O2)C(=O)C(=O)N2CCCCC2C(=O)OC(C(C)CC2CCC(OP(C)(C)=O)C(OC)C2)CC(=O)C(C)C=C(C)C(O)C(OC)C(=O)C(C)CC(C)C=CC=CC=C1C. Cell line: SW837. Synergy scores: synergy=-9.05.